Predict the reaction yield, written as a fraction of the theoretical maximum amount of product (1.0 means a 100% yield; for example, 0.34 means a 34% yield). From a dataset of Reaction yield outcomes from USPTO patents with 853,638 reactions. (1) The reactants are [N:1]1[CH:6]=[CH:5][CH:4]=[C:3]([CH2:7][NH:8][C:9]([C:11]2[N:20]3[C:14]([CH2:15][N:16]([C:25]([C:27]4[CH:32]=[CH:31][C:30]([C:33]5[C:34]([C:39]([OH:41])=O)=[CH:35][CH:36]=[CH:37][CH:38]=5)=[CH:29][CH:28]=4)=[O:26])[C:17]4[CH:24]=[CH:23][CH:22]=[CH:21][C:18]=4[CH2:19]3)=[CH:13][CH:12]=2)=[O:10])[CH:2]=1.[CH3:42][NH:43][CH3:44].O1CCCC1. The catalyst is CN1CCCC1=O. The product is [CH3:42][N:43]([CH3:44])[C:39]([C:34]1[CH:35]=[CH:36][CH:37]=[CH:38][C:33]=1[C:30]1[CH:29]=[CH:28][C:27]([C:25]([N:16]2[C:17]3[CH:24]=[CH:23][CH:22]=[CH:21][C:18]=3[CH2:19][N:20]3[C:11]([C:9]([NH:8][CH2:7][C:3]4[CH:2]=[N:1][CH:6]=[CH:5][CH:4]=4)=[O:10])=[CH:12][CH:13]=[C:14]3[CH2:15]2)=[O:26])=[CH:32][CH:31]=1)=[O:41]. The yield is 0.850. (2) The reactants are [H-].[Na+].[C:3]([O:10][CH3:11])(=[O:9])[CH2:4][C:5]([O:7][CH3:8])=[O:6].[Br:12][C:13]([CH2:15]Br)=[CH2:14]. The catalyst is CN(P(N(C)C)(N(C)C)=O)C. The product is [Br:12][C:13](=[CH2:14])[CH2:15][CH:4]([C:3]([O:10][CH3:11])=[O:9])[C:5]([O:7][CH3:8])=[O:6]. The yield is 0.650. (3) The reactants are [F:1][C:2]([F:14])([F:13])[C:3]1[CH:4]=[C:5]2[C:9](=[CH:10][CH:11]=1)[CH:8](O)[CH2:7][CH2:6]2.C1(C)C=CC(S(O)(=O)=O)=CC=1. The catalyst is C1(C)C=CC=CC=1. The product is [F:1][C:2]([F:13])([F:14])[C:3]1[CH:4]=[C:5]2[C:9]([CH:8]=[CH:7][CH2:6]2)=[CH:10][CH:11]=1. The yield is 0.960. (4) The reactants are [F:1][CH:2]([CH3:13])[C:3]([NH:5][CH:6]([CH2:11][OH:12])[C:7]([O:9][CH3:10])=[O:8])=O.COCCN(S(F)(F)F)CCOC.BrC(Cl)(Cl)Cl.C1CCN2C(=NCCC2)CC1. The catalyst is C(Cl)Cl.CO. The product is [F:1][CH:2]([C:3]1[O:12][CH:11]=[C:6]([C:7]([O:9][CH3:10])=[O:8])[N:5]=1)[CH3:13]. The yield is 0.441. (5) The reactants are [O:1]=[C:2]1[C:7]([CH2:8][C:9]2[CH:14]=[CH:13][C:12]([C:15]3[C:16]([C:21]#[N:22])=[CH:17][CH:18]=[CH:19][CH:20]=3)=[CH:11][CH:10]=2)=[C:6]([CH2:23][CH2:24][CH3:25])[N:5]2[N:26]=[CH:27][N:28]=[C:4]2[N:3]1[CH:29]1[CH2:34][CH2:33][C:32](=[O:35])[CH2:31][CH2:30]1.[CH2:36](O)[CH2:37][CH2:38][OH:39]. The catalyst is O.C1(C)C=CC(S(O)(=O)=O)=CC=1.C1(C)C=CC=CC=1. The product is [O:39]1[C:32]2([CH2:31][CH2:30][CH:29]([N:3]3[C:2](=[O:1])[C:7]([CH2:8][C:9]4[CH:10]=[CH:11][C:12]([C:15]5[C:16]([C:21]#[N:22])=[CH:17][CH:18]=[CH:19][CH:20]=5)=[CH:13][CH:14]=4)=[C:6]([CH2:23][CH2:24][CH3:25])[N:5]4[N:26]=[CH:27][N:28]=[C:4]34)[CH2:34][CH2:33]2)[O:35][CH2:36][CH2:37][CH2:38]1. The yield is 1.00. (6) The reactants are Cl[C:2]1[N:7]=[N:6][C:5]([C:8]([NH2:10])=[O:9])=[C:4]([NH:11][C:12]2[CH:17]=[CH:16][C:15]([CH3:18])=[C:14]([CH3:19])[N:13]=2)[CH:3]=1.[NH2:20][C@@H:21]1[CH2:26][CH2:25][O:24][CH2:23][C@@H:22]1[NH:27]C(=O)OC(C)(C)C.C(O)(C(F)(F)F)=O.C1CCCCC1. The catalyst is CN1CCCC1=O.ClCCl. The product is [NH2:27][C@@H:22]1[C@H:21]([NH:20][C:2]2[N:7]=[N:6][C:5]([C:8]([NH2:10])=[O:9])=[C:4]([NH:11][C:12]3[CH:17]=[CH:16][C:15]([CH3:18])=[C:14]([CH3:19])[N:13]=3)[CH:3]=2)[CH2:26][CH2:25][O:24][CH2:23]1. The yield is 0.120.